Dataset: Full USPTO retrosynthesis dataset with 1.9M reactions from patents (1976-2016). Task: Predict the reactants needed to synthesize the given product. (1) Given the product [C:21]([O:20][C:18]([N:15]1[CH2:14][CH2:13][C:12]([NH2:25])([CH2:10][OH:9])[CH2:17][CH2:16]1)=[O:19])([CH3:24])([CH3:22])[CH3:23], predict the reactants needed to synthesize it. The reactants are: [H-].[Al+3].[Li+].[H-].[H-].[H-].C([O:9][C:10]([C:12]1([NH2:25])[CH2:17][CH2:16][N:15]([C:18]([O:20][C:21]([CH3:24])([CH3:23])[CH3:22])=[O:19])[CH2:14][CH2:13]1)=O)C.C(OCC)(=O)C.O. (2) Given the product [ClH:35].[C:39]([NH:38][CH2:37][CH2:36][N:14]1[CH2:15][CH2:16][C@@H:11]([C:9]([N:8]([CH2:7][C:6]2[CH:26]=[C:27]([C:29]([F:30])([F:31])[F:32])[CH:28]=[C:4]([C:3]([F:2])([F:33])[F:34])[CH:5]=2)[CH3:25])=[O:10])[C@H:12]([C:17]2[CH:22]=[CH:21][C:20]([F:23])=[CH:19][C:18]=2[CH3:24])[CH2:13]1)(=[O:41])[CH3:40], predict the reactants needed to synthesize it. The reactants are: Cl.[F:2][C:3]([F:34])([F:33])[C:4]1[CH:5]=[C:6]([CH:26]=[C:27]([C:29]([F:32])([F:31])[F:30])[CH:28]=1)[CH2:7][N:8]([CH3:25])[C:9]([C@@H:11]1[CH2:16][CH2:15][NH:14][CH2:13][C@H:12]1[C:17]1[CH:22]=[CH:21][C:20]([F:23])=[CH:19][C:18]=1[CH3:24])=[O:10].[Cl:35][CH2:36][CH2:37][NH:38][C:39](=[O:41])[CH3:40].C([O-])([O-])=O.[K+].[K+].[Na+].[I-].Cl.C(OCC)(=O)C. (3) Given the product [Br:11][CH2:9][C:3]1[CH:4]=[CH:5][CH:6]=[C:7]([Cl:8])[C:2]=1[Cl:1], predict the reactants needed to synthesize it. The reactants are: [Cl:1][C:2]1[C:7]([Cl:8])=[CH:6][CH:5]=[CH:4][C:3]=1[CH2:9]O.[Br:11]P(Br)Br. (4) Given the product [F:40][C:41]1[CH:46]=[C:45]([F:47])[C:44]([O:48][CH3:49])=[CH:43][C:42]=1[C:9]1[CH:14]=[CH:13][N:12]=[CH:11][C:10]=1[NH:15][CH3:16], predict the reactants needed to synthesize it. The reactants are: FC1C(F)=CC([C:9]2[CH:14]=[CH:13][N:12]=[CH:11][C:10]=2[N:15](CCS(C)(=O)=O)[C:16](=O)C2C=C(C(F)(F)F)N=C(C(F)(F)F)C=2)=C(OC)C=1.[F:40][C:41]1[CH:46]=[C:45]([F:47])[C:44]([O:48][CH3:49])=[CH:43][C:42]=1B(O)O.[F-].[K+].C1(P(C2C=CC=CC=2)C2C=CC=CC=2)C=CC=CC=1.